From a dataset of Experimentally validated miRNA-target interactions with 360,000+ pairs, plus equal number of negative samples. Binary Classification. Given a miRNA mature sequence and a target amino acid sequence, predict their likelihood of interaction. (1) The miRNA is hsa-miR-208b-3p with sequence AUAAGACGAACAAAAGGUUUGU. The protein sequence of the target gene is MLALLAASVALAVAAGAQDSPAPGSRFVCTALPPEAVHAGCPLPAMPMQGGAQSPEEELRAAVLQLRETVVQQKETLGAQREAIRELTGKLARCEGLAGGKARGAGATGKDTMGDLPRDPGHVVEQLSRSLQTLKDRLESLEHQLRANVSNAGLPGDFREVLQQRLGELERQLLRKVAELEDEKSLLHNETSAHRQKTESTLNALLQRVTELERGNSAFKSPDAFKVSLPLRTNYLYGKIKKTLPELYAFTICLWLRSSASPGIGTPFSYAVPGQANEIVLIEWGNNPIELLINDKVAQL.... Result: 0 (no interaction). (2) The miRNA is mmu-miR-467f with sequence AUAUACACACACACACCUACA. The protein sequence of the target gene is MDTLVEDDICILNHEKAHRREAVTPLSAYPGDESVASHFALVTAYEDIKKRLKDSEKENSFLKKRIRALEERLVGARADEETSSVGREQVNKAYHAYREVCIDRDNLKNQLEKINKDNSESLKMLNEQLQSKEVELLQLRTEVETQQVMRNLNPPSSSWEVEKLSCDLKIHGLEQELGLLRKECSDLRTELQKARQTGPPQEDILQGRDVIRPSLSREEHVPHQGLHHSDNMQHAYWELKREMSNLHLVTQVQAELLRKLKTSAAVKKACTPVGCVEDLGRDSTKLHLTNFTATYKRHPS.... Result: 1 (interaction). (3) The miRNA is hsa-miR-3169 with sequence UAGGACUGUGCUUGGCACAUAG. The protein sequence of the target gene is MALVPCQVLRMAILLSYCSILCNYKAIEMPSHQTYGGSWKFLTFIDLVIQAVFFGICVLTDLSSLLTRGSGNQEQERQLKKLISLRDWMLAVLAFPVGVFVVAVFWIIYAYDREMIYPKLLDNFIPGWLNHGMHTTVLPFILIEMRTSHHQYPSRSSGLTAICTFSVGYILWVCWVHHVTGMWVYPFLEHIGPGARIIFFGSTTILMNFLYLLGEVLNNYIWDTQKSMEEEKEKPKLE. Result: 0 (no interaction). (4) The miRNA is hsa-miR-4424 with sequence AGAGUUAACUCAAAAUGGACUA. The protein sequence of the target gene is MAAATRGCRPWGSLLGLLGLVSAAAAAWDLASLRCTLGAFCECDFRPDLPGLECDLAQHLAGQHLAKALVVKALKAFVRDPAPTKPLVLSLHGWTGTGKSYVSSLLAHYLFQGGLRSPRVHHFSPVLHFPHPSHIERYKKDLKSWVQGNLTACGRSLFLFDEMDKMPPGLMEVLRPFLGSSWVVYGTNYRKAIFIFIRWLLKLGHHGRAPPRRSGALPPAPAAPRPALRAQRAGPAGPGAKG. Result: 1 (interaction). (5) The miRNA is hsa-let-7f-5p with sequence UGAGGUAGUAGAUUGUAUAGUU. The protein sequence of the target gene is MELHILEHRLQVASVAKESIPLFTYGLIKLAFLSSKTRCKFFSLTETPEDYTIIVDEEGFLELPSSEHLSVADATWLALNVVSGGGSFSSSQPIGVTKIAKSVIAPLADQNISVFMLSTYQTDFILVRERDLPFVTHTLSSEFTILRVVNGETVAAENLGITNGFVKPKLVQRPVIHPLSSPSNRFCVTSLDPDTLPAVATLLMDVMFYSNGVKDPMATGDDCGHIRFFSFSLIEGYISLVMDVQTQQRFPSNLLFTSASGELWKMVRIGGQPLGFDECGIVAQISEPLAAADIPAYYIS.... Result: 1 (interaction). (6) The miRNA is hsa-miR-4519 with sequence CAGCAGUGCGCAGGGCUG. The protein sequence of the target gene is MDLQLKQWRSQQQQQHQTESEEQPSAAKIPKHVFDQIHSHTATSTALPLFTPEPTSSKLSSLSPDSSSRFPKMGSFFSWAQWQELELQALIYRYMLAGAAVPQELLLPIKKSLLHLSPSYFLHHPLQHLPHYQPAWYLGRAAMDPEPGRCRRTDGKKWRCSRDVFAGHKYCERHMHRGRNRSRKPVETPTTVNATATSMASSVAAAATTTTATTTSTFAFGGGGGSEEVVGQGGSFFFSGSSNSSSELLHLSQSCSEMKQESNNMNNKRPYESHIGFSNNRSDGGHILRPFFDDWPRSSL.... Result: 0 (no interaction). (7) The miRNA is hsa-miR-455-5p with sequence UAUGUGCCUUUGGACUACAUCG. The protein sequence of the target gene is MGNLLGGVSFREPTTVEDCDSTWQTDSEPEPEQPGPAGGGEGQQHDEPEQPKQPPERAGGRPRASPVPEDHAEAAGAEQGGESTEGNAKPKRSFYAARDLYKYRHQYPNFKDIRYQNDLSNLRFYKNKIPFKPDGVYIEEVLNKWKGDYEKLEHNHTYIQWLFPLREQGLNFYAKELTTYEIEEFKKTKEAIRRFLLAYKMMLEFFGIKLIDKTGNVARAGNWQERFQHLNESQHNYLRITRILKSLGELGYESFKSPLVKFILHEALVENTIPNIKQSALEYFVYTIRDRRERRKLLRF.... Result: 0 (no interaction). (8) The miRNA is hsa-miR-3689b-3p with sequence CUGGGAGGUGUGAUAUUGUGGU. The protein sequence of the target gene is MGAMAYPLLLCLLLAQLGLGAVGASRDPQGRPDSPRERTPKGKPHAQQPGRASASDSSAPWSRSTDGTILAQKLAEEVPMDVASYLYTGDSHQLKRANCSGRYELAGLPGKWPALASAHPSLHRALDTLTHATNFLNVMLQSNKSREQNLQDDLDWYQALVWSLLEGEPSISRAAITFSTDSLSAPAPQVFLQATREESRILLQDLSSSAPHLANATLETEWFHGLRRKWRPHLHRRGPNQGPRGLGHSWRRKDGLGGDKSHFKWSPPYLECENGSYKPGWLVTLSSAIYGLQPNLVPEF.... Result: 0 (no interaction).